Dataset: Reaction yield outcomes from USPTO patents with 853,638 reactions. Task: Predict the reaction yield, written as a fraction of the theoretical maximum amount of product (1.0 means a 100% yield; for example, 0.34 means a 34% yield). (1) The reactants are [F:1][C:2]([F:21])([F:20])[O:3][C:4]1[CH:5]=[C:6]([N:10]2[CH:14]=[C:13]([CH2:15][C:16]([O:18]C)=[O:17])[N:12]=[CH:11]2)[CH:7]=[CH:8][CH:9]=1.Cl.O1CCOCC1. The product is [F:21][C:2]([F:1])([F:20])[O:3][C:4]1[CH:5]=[C:6]([N:10]2[CH:14]=[C:13]([CH2:15][C:16]([OH:18])=[O:17])[N:12]=[CH:11]2)[CH:7]=[CH:8][CH:9]=1. The yield is 0.900. No catalyst specified. (2) The reactants are Cl[C:2]1[CH:7]=[CH:6][N:5]2[N:8]=[CH:9][CH:10]=[C:4]2[N:3]=1.[NH2:11][CH2:12][C@@H:13]1[CH2:17][CH2:16][CH2:15][N:14]1[C:18]([O:20][C:21]([CH3:24])([CH3:23])[CH3:22])=[O:19]. No catalyst specified. The product is [N:8]1[N:5]2[CH:6]=[CH:7][C:2]([NH:11][CH2:12][C@@H:13]3[CH2:17][CH2:16][CH2:15][N:14]3[C:18]([O:20][C:21]([CH3:24])([CH3:23])[CH3:22])=[O:19])=[N:3][C:4]2=[CH:10][CH:9]=1. The yield is 0.960. (3) The reactants are [O:1]1[C:5]2[CH:6]=[CH:7][C:8]([C:10]3([C:13]([NH:15][C:16]4[CH:17]=[C:18]5[C:22](=[CH:23][CH:24]=4)[NH:21][C:20]([C:25]([CH3:28])([CH3:27])[CH3:26])=[C:19]5[CH:29]=O)=[O:14])[CH2:12][CH2:11]3)=[CH:9][C:4]=2[O:3][CH2:2]1.Cl.[NH2:32][OH:33]. The catalyst is ClCCl. The product is [O:1]1[C:5]2[CH:6]=[CH:7][C:8]([C:10]3([C:13]([NH:15][C:16]4[CH:17]=[C:18]5[C:22](=[CH:23][CH:24]=4)[NH:21][C:20]([C:25]([CH3:28])([CH3:26])[CH3:27])=[C:19]5/[CH:29]=[N:32]\[OH:33])=[O:14])[CH2:12][CH2:11]3)=[CH:9][C:4]=2[O:3][CH2:2]1. The yield is 0.770.